From a dataset of Full USPTO retrosynthesis dataset with 1.9M reactions from patents (1976-2016). Predict the reactants needed to synthesize the given product. (1) Given the product [F:37][C:26]([F:25])([S:33]([O-:36])(=[O:34])=[O:35])[CH:27]([O:32][C:7]([CH:1]1[CH2:6][CH2:5][CH:4]=[CH:3][CH2:2]1)=[O:8])[C:28]([F:29])([F:31])[F:30].[C:51]1([S+:44]([C:38]2[CH:39]=[CH:40][CH:41]=[CH:42][CH:43]=2)[C:45]2[CH:50]=[CH:49][CH:48]=[CH:47][CH:46]=2)[CH:52]=[CH:53][CH:54]=[CH:55][CH:56]=1, predict the reactants needed to synthesize it. The reactants are: [CH:1]1([C:7](Cl)=[O:8])[CH2:6][CH2:5][CH:4]=[CH:3][CH2:2]1.C1(C(O)=O)CCC=CC1.C(Cl)(=O)C(Cl)=O.[F:25][C:26]([F:37])([S:33]([O-:36])(=[O:35])=[O:34])[CH:27]([OH:32])[C:28]([F:31])([F:30])[F:29].[C:38]1([S+:44]([C:51]2[CH:56]=[CH:55][CH:54]=[CH:53][CH:52]=2)[C:45]2[CH:50]=[CH:49][CH:48]=[CH:47][CH:46]=2)[CH:43]=[CH:42][CH:41]=[CH:40][CH:39]=1.C(N(CC)CC)C.[Cl-].Cl. (2) Given the product [N+:28]([C:19]1[CH:20]=[N:21][C:22]2[C:27]([C:18]=1[NH:3][NH:2][C:1]([O:5][C:6]([CH3:9])([CH3:8])[CH3:7])=[O:4])=[N:26][CH:25]=[CH:24][CH:23]=2)([O-:30])=[O:29], predict the reactants needed to synthesize it. The reactants are: [C:1]([O:5][C:6]([CH3:9])([CH3:8])[CH3:7])(=[O:4])[NH:2][NH2:3].C(N(CC)CC)C.Cl[C:18]1[C:27]2[C:22](=[CH:23][CH:24]=[CH:25][N:26]=2)[N:21]=[CH:20][C:19]=1[N+:28]([O-:30])=[O:29]. (3) The reactants are: [C:1]1([NH2:8])[CH:6]=[CH:5][CH:4]=[CH:3][C:2]=1[NH2:7].[OH-].[Na+].[C:11]([O:15][C:16](OC([O-])=O)=[O:17])([CH3:14])([CH3:13])[CH3:12]. Given the product [C:11]([O:15][C:16]([NH:7][C:2]1[CH:3]=[CH:4][CH:5]=[CH:6][C:1]=1[NH2:8])=[O:17])([CH3:14])([CH3:13])[CH3:12], predict the reactants needed to synthesize it. (4) Given the product [ClH:1].[Cl:1][C:2]1[CH:3]=[CH:4][C:5]([N:8]2[C:16]([C:17]3[CH:22]=[CH:21][CH:20]=[CH:19][C:18]=3[Cl:23])=[N:15][C:14]3[C:9]2=[N:10][CH:11]=[N:12][C:13]=3[N:24]2[CH2:37][CH2:36][C:27]3([N:31]([CH:32]([CH3:33])[CH3:34])[CH2:30][N:29]([CH3:38])[C:28]3=[O:35])[CH2:26][CH2:25]2)=[CH:6][CH:7]=1, predict the reactants needed to synthesize it. The reactants are: [Cl:1][C:2]1[CH:7]=[CH:6][C:5]([N:8]2[C:16]([C:17]3[CH:22]=[CH:21][CH:20]=[CH:19][C:18]=3[Cl:23])=[N:15][C:14]3[C:9]2=[N:10][CH:11]=[N:12][C:13]=3[N:24]2[CH2:37][CH2:36][C:27]3([N:31]([CH:32]([CH3:34])[CH3:33])[CH2:30][NH:29][C:28]3=[O:35])[CH2:26][CH2:25]2)=[CH:4][CH:3]=1.[CH3:38]I.[H-].[Na+].